Dataset: Catalyst prediction with 721,799 reactions and 888 catalyst types from USPTO. Task: Predict which catalyst facilitates the given reaction. (1) Reactant: [CH3:1][C:2]1[C:3]([N+:12]([O-:14])=[O:13])=[C:4]([CH2:8][C:9](O)=[O:10])[CH:5]=[CH:6][CH:7]=1. Product: [CH3:1][C:2]1[C:3]([N+:12]([O-:14])=[O:13])=[C:4]([CH:5]=[CH:6][CH:7]=1)[CH2:8][CH2:9][OH:10]. The catalyst class is: 1. (2) Reactant: [CH:1]1[CH:2]=[CH:3][C:4]2[N:10]=[C:9]([CH:11]3[CH2:13][CH2:12]3)[C:8](/[CH:14]=[CH:15]/[C@@H:16]([OH:24])[CH2:17][C@@H:18]([OH:23])[CH2:19][C:20]([OH:22])=[O:21])=[C:7]([C:25]3[CH:26]=[CH:27][C:28]([F:31])=[CH:29][CH:30]=3)[C:5]=2[CH:6]=1.[NH2:32][C@H:33]([C:39]([OH:41])=[O:40])[CH2:34][CH2:35][CH2:36][CH2:37][NH2:38].CO. Product: [CH:1]1[CH:2]=[CH:3][C:4]2[N:10]=[C:9]([CH:11]3[CH2:13][CH2:12]3)[C:8](/[CH:14]=[CH:15]/[C@@H:16]([OH:24])[CH2:17][C@@H:18]([OH:23])[CH2:19][C:20]([OH:22])=[O:21])=[C:7]([C:25]3[CH:30]=[CH:29][C:28]([F:31])=[CH:27][CH:26]=3)[C:5]=2[CH:6]=1.[NH2:32][C@H:33]([C:39]([OH:41])=[O:40])[CH2:34][CH2:35][CH2:36][CH2:37][NH2:38]. The catalyst class is: 47. (3) Reactant: C[O:2][C:3](=[O:33])[CH2:4][O:5][C:6]1[CH:14]=[C:13]2[CH2:15][CH2:16][CH2:17][CH2:18][C:12]2=[C:11]2[C:7]=1[C:8]([C:28](=[O:32])[C:29]([NH2:31])=[O:30])=[C:9]([CH2:26][CH3:27])[N:10]2[CH2:19][C:20]1[CH:25]=[CH:24][CH:23]=[CH:22][CH:21]=1.[OH-].[Li+]. Product: [NH2:31][C:29](=[O:30])[C:28]([C:8]1[C:7]2[C:11](=[C:12]3[CH2:18][CH2:17][CH2:16][CH2:15][C:13]3=[CH:14][C:6]=2[O:5][CH2:4][C:3]([OH:33])=[O:2])[N:10]([CH2:19][C:20]2[CH:25]=[CH:24][CH:23]=[CH:22][CH:21]=2)[C:9]=1[CH2:26][CH3:27])=[O:32]. The catalyst class is: 83.